This data is from Peptide-MHC class II binding affinity with 134,281 pairs from IEDB. The task is: Regression. Given a peptide amino acid sequence and an MHC pseudo amino acid sequence, predict their binding affinity value. This is MHC class II binding data. (1) The peptide sequence is LGHRDALEDDLLNRN. The MHC is DRB1_1501 with pseudo-sequence DRB1_1501. The binding affinity (normalized) is 0.0577. (2) The peptide sequence is IGCAMLHWSLILPGI. The MHC is DRB1_0801 with pseudo-sequence DRB1_0801. The binding affinity (normalized) is 0.207. (3) The peptide sequence is HSLLRTQRLHKFLVC. The MHC is HLA-DPA10201-DPB10101 with pseudo-sequence HLA-DPA10201-DPB10101. The binding affinity (normalized) is 0.395. (4) The peptide sequence is KYMVIQGEPGRVIRG. The MHC is HLA-DQA10102-DQB10502 with pseudo-sequence HLA-DQA10102-DQB10502. The binding affinity (normalized) is 0.192. (5) The peptide sequence is SPLLTEGFKLLSSLV. The MHC is DRB1_1302 with pseudo-sequence DRB1_1302. The binding affinity (normalized) is 0.615.